This data is from Full USPTO retrosynthesis dataset with 1.9M reactions from patents (1976-2016). The task is: Predict the reactants needed to synthesize the given product. (1) Given the product [CH3:4][C:2]1[C:1](=[O:6])[NH:9][C:10]2[N:11]=[CH:12][CH:13]=[CH:14][C:15]=2[N:16]=1, predict the reactants needed to synthesize it. The reactants are: [C:1]([O:6]CC)(=O)[C:2]([CH3:4])=O.[NH2:9][C:10]1[C:15]([NH2:16])=[CH:14][CH:13]=[CH:12][N:11]=1. (2) Given the product [ClH:3].[ClH:1].[Cl:3][C:4]1[C:36]([C:37]([F:38])([F:39])[F:40])=[CH:35][CH:34]=[CH:33][C:5]=1[CH2:6][N:7]([CH2:19][CH:20]([C:21]1[CH:26]=[CH:25][CH:24]=[CH:23][CH:22]=1)[C:27]1[CH:28]=[CH:29][CH:30]=[CH:31][CH:32]=1)[CH2:8][CH2:9][CH2:10][O:11][C:12]1[CH:13]=[C:14]([NH:18][CH:41]2[CH2:45][CH2:44][CH2:43][CH2:42]2)[CH:15]=[CH:16][CH:17]=1, predict the reactants needed to synthesize it. The reactants are: [ClH:1].Cl.[Cl:3][C:4]1[C:36]([C:37]([F:40])([F:39])[F:38])=[CH:35][CH:34]=[CH:33][C:5]=1[CH2:6][N:7]([CH2:19][CH:20]([C:27]1[CH:32]=[CH:31][CH:30]=[CH:29][CH:28]=1)[C:21]1[CH:26]=[CH:25][CH:24]=[CH:23][CH:22]=1)[CH2:8][CH2:9][CH2:10][O:11][C:12]1[CH:13]=[C:14]([NH2:18])[CH:15]=[CH:16][CH:17]=1.[C:41]1(=O)[CH2:45][CH2:44][CH2:43][CH2:42]1.C([BH3-])#N.[Na+]. (3) Given the product [CH3:48][C:30]1[CH:29]=[C:28]([C:27]([NH:1][C:2]2[CH:7]=[CH:6][CH:5]=[C:4]([C:8]3[C:17]4[C:12](=[CH:13][C:14]([O:20][CH3:21])=[C:15]([O:18][CH3:19])[CH:16]=4)[N:11]=[C:10]([NH:41][CH3:38])[N:9]=3)[CH:3]=2)=[O:37])[CH:36]=[CH:35][C:31]=1[C:32]([OH:34])=[O:33], predict the reactants needed to synthesize it. The reactants are: [NH2:1][C:2]1[CH:3]=[C:4]([C:8]2[C:17]3[C:12](=[CH:13][C:14]([O:20][CH3:21])=[C:15]([O:18][CH3:19])[CH:16]=3)[N:11]=[C:10](CN)[N:9]=2)[CH:5]=[CH:6][CH:7]=1.[Cl-].CO[C:27](=[O:37])[C:28]1[CH:36]=[CH:35][C:31]([C:32]([OH:34])=[O:33])=[CH:30][CH:29]=1.[CH:38]([N:41](C(C)C)CC)(C)C.[Cl-].[CH3:48]OC(=O)C1C=CC(C(O)=O)=CC=1.C(=O)([O-])O.[Na+]. (4) Given the product [F:14][C:9]([F:15])([S:10]([O-:13])(=[O:12])=[O:11])[CH:8]([O:7][C:5](=[O:6])[CH2:4][CH2:3][CH2:2][O:44][C:39](=[O:43])[C:40]([CH3:42])=[CH2:41])[C:16]([F:19])([F:18])[F:17].[C:33]1([S+:26]([C:20]2[CH:21]=[CH:22][CH:23]=[CH:24][CH:25]=2)[C:27]2[CH:32]=[CH:31][CH:30]=[CH:29][CH:28]=2)[CH:34]=[CH:35][CH:36]=[CH:37][CH:38]=1, predict the reactants needed to synthesize it. The reactants are: Cl[CH2:2][CH2:3][CH2:4][C:5]([O:7][CH:8]([C:16]([F:19])([F:18])[F:17])[C:9]([F:15])([F:14])[S:10]([O-:13])(=[O:12])=[O:11])=[O:6].[C:20]1([S+:26]([C:33]2[CH:38]=[CH:37][CH:36]=[CH:35][CH:34]=2)[C:27]2[CH:32]=[CH:31][CH:30]=[CH:29][CH:28]=2)[CH:25]=[CH:24][CH:23]=[CH:22][CH:21]=1.[C:39]([O-:44])(=[O:43])[C:40]([CH3:42])=[CH2:41].[Na+].[I-].[Na+].C(C1C(O)=C(C(C)(C)C)C=C(C)C=1)C1C(O)=C(C(C)(C)C)C=C(C)C=1.